Dataset: Catalyst prediction with 721,799 reactions and 888 catalyst types from USPTO. Task: Predict which catalyst facilitates the given reaction. (1) Reactant: [C:1]([O:5][C:6]([N:8]1[CH2:13][CH2:12][N:11]([C:14]2[O:15][C:16]3[C:22](Br)=[CH:21][C:20]([Cl:24])=[CH:19][C:17]=3[N:18]=2)[C@@H:10]([CH3:25])[CH2:9]1)=[O:7])([CH3:4])([CH3:3])[CH3:2].C(=O)([O-])[O-].[Cs+].[Cs+].CC1C=CC(P(C2C=CC3C(=CC=CC=3)C=2C2C3C(=CC=CC=3)C=CC=2P(C2C=CC(C)=CC=2)C2C=CC(C)=CC=2)C2C=CC(C)=CC=2)=CC=1.[NH:82]1[CH2:86][CH2:85][CH2:84][CH2:83]1. Product: [C:1]([O:5][C:6]([N:8]1[CH2:13][CH2:12][N:11]([C:14]2[O:15][C:16]3[C:22]([N:82]4[CH2:86][CH2:85][CH2:84][CH2:83]4)=[CH:21][C:20]([Cl:24])=[CH:19][C:17]=3[N:18]=2)[C@@H:10]([CH3:25])[CH2:9]1)=[O:7])([CH3:4])([CH3:3])[CH3:2]. The catalyst class is: 491. (2) Reactant: [NH2:1][C@@H:2]([CH2:33][C:34]1[CH:39]=[CH:38][CH:37]=[CH:36][CH:35]=1)[C@@H:3]([OH:32])[CH2:4][C@H:5]([NH:19][C:20]([C@@H:22]([NH:27][C:28](=[O:31])[O:29][CH3:30])[C:23]([CH3:26])([CH3:25])[CH3:24])=[O:21])[CH2:6][C:7]1[CH:12]=[CH:11][C:10]([C:13]2[CH:18]=[CH:17][CH:16]=[CH:15][N:14]=2)=[CH:9][CH:8]=1.[CH3:40][O:41][C:42]([NH:44][C@@H:45]([C:49]([CH3:52])([CH3:51])[CH3:50])[C:46](O)=[O:47])=[O:43].CCOP(ON1N=NC2C=CC=CC=2C1=O)(OCC)=O.C(N(CC)C(C)C)(C)C. Product: [CH3:30][O:29][C:28](=[O:31])[NH:27][C@@H:22]([C:23]([CH3:26])([CH3:25])[CH3:24])[C:20](=[O:21])[NH:19][C@H:5]([CH2:6][C:7]1[CH:12]=[CH:11][C:10]([C:13]2[CH:18]=[CH:17][CH:16]=[CH:15][N:14]=2)=[CH:9][CH:8]=1)[CH2:4][C@H:3]([OH:32])[C@H:2]([CH2:33][C:34]1[CH:35]=[CH:36][CH:37]=[CH:38][CH:39]=1)[NH:1][C:46](=[O:47])[C@H:45]([C:49]([CH3:51])([CH3:50])[CH3:52])[NH:44][C:42](=[O:43])[O:41][CH3:40]. The catalyst class is: 1. (3) Reactant: [CH2:1]([N:8]1[CH2:13][CH2:12][CH:11]([C:14]2[CH:15]=[CH:16][C:17]([Cl:23])=[C:18]([CH:22]=2)[C:19]([NH2:21])=O)[CH2:10][CH2:9]1)[C:2]1[CH:7]=[CH:6][CH:5]=[CH:4][CH:3]=1.P(Cl)(Cl)(Cl)=O. Product: [CH2:1]([N:8]1[CH2:13][CH2:12][CH:11]([C:14]2[CH:15]=[CH:16][C:17]([Cl:23])=[C:18]([CH:22]=2)[C:19]#[N:21])[CH2:10][CH2:9]1)[C:2]1[CH:3]=[CH:4][CH:5]=[CH:6][CH:7]=1. The catalyst class is: 9. (4) Reactant: [CH2:1]([O:8][C:9](=[O:18])[NH:10][C@@H:11]([CH:15]([CH3:17])[CH3:16])[CH2:12][CH2:13][OH:14])[C:2]1[CH:7]=[CH:6][CH:5]=[CH:4][CH:3]=1. Product: [CH2:1]([O:8][C:9](=[O:18])[NH:10][C@@H:11]([CH:15]([CH3:16])[CH3:17])[CH2:12][CH:13]=[O:14])[C:2]1[CH:7]=[CH:6][CH:5]=[CH:4][CH:3]=1. The catalyst class is: 25. (5) Reactant: [CH3:1][CH:2]1[NH:7][CH:6]([CH3:8])[CH2:5][N:4]([C:9]([O:11][C:12]([CH3:15])([CH3:14])[CH3:13])=[O:10])[CH2:3]1.Cl[CH2:17][C:18]([O:20][CH2:21][CH3:22])=[O:19].C(=O)([O-])[O-].[K+].[K+].[I-].[K+]. Product: [CH2:21]([O:20][C:18](=[O:19])[CH2:17][N:7]1[CH:2]([CH3:1])[CH2:3][N:4]([C:9]([O:11][C:12]([CH3:13])([CH3:15])[CH3:14])=[O:10])[CH2:5][CH:6]1[CH3:8])[CH3:22]. The catalyst class is: 10. (6) Reactant: [F:1][C:2]1[CH:3]=[CH:4][CH2:5][CH:6]2[C:11]=1[N:10]1[CH2:12][CH2:13][CH2:14][CH:9]1[CH2:8][N:7]2[CH2:15][CH2:16][NH2:17].C=O.[F:20][C:21]([F:26])([F:25])[C:22]([OH:24])=[O:23]. Product: [F:1][C:2]1[C:11]2[N:10]3[CH2:12][CH2:13][CH2:14][CH:9]3[CH2:8][N:7]3[CH2:15][CH2:16][NH:17][CH2:21][C:5]([C:6]=23)=[CH:4][CH:3]=1.[F:20][C:21]([F:26])([F:25])[C:22]([OH:24])=[O:23]. The catalyst class is: 8. (7) Reactant: [F:1][C:2]1[CH:7]=[CH:6][C:5]([C:8]2[C:9]3[N:10]([C:22]([CH:25]=O)=[CH:23][CH:24]=3)[N:11]=[C:12]([CH:19]([CH3:21])[CH3:20])[C:13]=2[C:14]([O:16][CH2:17][CH3:18])=[O:15])=[CH:4][CH:3]=1.Cl.[NH2:28]O.C([O-])=O.[Na+]. Product: [C:25]([C:22]1[N:10]2[N:11]=[C:12]([CH:19]([CH3:20])[CH3:21])[C:13]([C:14]([O:16][CH2:17][CH3:18])=[O:15])=[C:8]([C:5]3[CH:4]=[CH:3][C:2]([F:1])=[CH:7][CH:6]=3)[C:9]2=[CH:24][CH:23]=1)#[N:28]. The catalyst class is: 106.